Dataset: Forward reaction prediction with 1.9M reactions from USPTO patents (1976-2016). Task: Predict the product of the given reaction. (1) The product is: [Cl:1][C:2]1[CH:3]=[C:4]([C:8]2[CH:9]=[C:10]3[C:15](=[O:16])[NH:14][CH2:13][CH:12]([CH2:17][NH:18][C:19]([NH:21][CH2:17][CH:12]4[N:11]5[CH:24]=[C:8]([C:4]6[CH:5]=[CH:6][CH:7]=[C:2]([Cl:1])[CH:3]=6)[CH:9]=[C:10]5[C:15](=[O:25])[NH:14][CH2:13]4)=[O:20])[N:11]3[CH:24]=2)[CH:5]=[CH:6][CH:7]=1. Given the reactants [Cl:1][C:2]1[CH:3]=[C:4]([C:8]2[CH:9]=[C:10]3[C:15](=[O:16])[NH:14][CH2:13][CH:12]([CH2:17][NH:18][C:19]([N:21]=[N+]=[N-])=[O:20])[N:11]3[CH:24]=2)[CH:5]=[CH:6][CH:7]=1.[OH-:25].[Na+], predict the reaction product. (2) Given the reactants [C-:1]#[N:2].[K+].[Br:4][C:5]1[C:6]([Cl:21])=[N:7][C:8](S(C)(=O)=O)=[N:9][C:10]=1[N:11]1[CH2:15][CH2:14][CH2:13][CH:12]1[CH3:16], predict the reaction product. The product is: [Br:4][C:5]1[C:6]([Cl:21])=[N:7][C:8]([C:1]#[N:2])=[N:9][C:10]=1[N:11]1[CH2:15][CH2:14][CH2:13][CH:12]1[CH3:16]. (3) The product is: [S:1]1[C:5]([CH2:6][CH2:7][O:8][S:10]([CH3:9])(=[O:12])=[O:11])=[CH:4][N:3]=[CH:2]1. Given the reactants [S:1]1[C:5]([CH2:6][CH2:7][OH:8])=[CH:4][N:3]=[CH:2]1.[CH3:9][S:10](Cl)(=[O:12])=[O:11].CCN(CC)CC.O, predict the reaction product. (4) Given the reactants Cl[C:2]1[CH:7]=[C:6]([C:8]([CH3:11])([CH3:10])[CH3:9])[CH:5]=[CH:4][N:3]=1.[F:12][C:13]1[C:18](B(O)O)=[CH:17][CH:16]=[C:15]([F:22])[N:14]=1.C(=O)([O-])[O-].[K+].[K+], predict the reaction product. The product is: [F:12][C:13]1[C:18]([C:2]2[CH:7]=[C:6]([C:8]([CH3:11])([CH3:10])[CH3:9])[CH:5]=[CH:4][N:3]=2)=[CH:17][CH:16]=[C:15]([F:22])[N:14]=1. (5) Given the reactants [F:1][CH2:2][CH:3]1[C:12]2[C:7]3=[C:8]([CH2:13][N:14](C(OC(C)(C)C)=O)[CH2:15][CH:16]([CH3:17])[N:6]3[CH2:5][CH2:4]1)[CH:9]=[CH:10][CH:11]=2.FC(F)(F)C(O)=O, predict the reaction product. The product is: [F:1][CH2:2][CH:3]1[C:12]2[C:7]3=[C:8]([CH2:13][NH:14][CH2:15][CH:16]([CH3:17])[N:6]3[CH2:5][CH2:4]1)[CH:9]=[CH:10][CH:11]=2. (6) Given the reactants [H-].[Na+].[NH:3]1[CH:7]=[C:6]([CH2:8][CH2:9][NH2:10])[N:5]=[CH:4]1.[Cl:11][C:12]1[CH:13]=[C:14]([NH:19][C:20]2[N:25]=[C:24](S(C)(=O)=O)[C:23]([C:30]3[CH:31]=[N:32][C:33]([O:36][CH3:37])=[N:34][CH:35]=3)=[CH:22][N:21]=2)[CH:15]=[CH:16][C:17]=1[F:18].O, predict the reaction product. The product is: [Cl:11][C:12]1[CH:13]=[C:14]([NH:19][C:20]2[N:21]=[C:22]([NH:10][CH2:9][CH2:8][C:6]3[N:5]=[CH:4][NH:3][CH:7]=3)[C:23]([C:30]3[CH:35]=[N:34][C:33]([O:36][CH3:37])=[N:32][CH:31]=3)=[CH:24][N:25]=2)[CH:15]=[CH:16][C:17]=1[F:18]. (7) Given the reactants [F:1][C:2]([F:28])([F:27])[C:3]1[CH:8]=[CH:7][CH:6]=[CH:5][C:4]=1[CH2:9][NH:10][C:11]([C@@H:13]1[CH2:18][CH2:17][C@H:16]([NH:19]C(=O)OC(C)(C)C)[CH2:15][CH2:14]1)=[O:12].C(O)(C(F)(F)F)=O, predict the reaction product. The product is: [NH2:19][C@@H:16]1[CH2:15][CH2:14][C@H:13]([C:11]([NH:10][CH2:9][C:4]2[CH:5]=[CH:6][CH:7]=[CH:8][C:3]=2[C:2]([F:1])([F:27])[F:28])=[O:12])[CH2:18][CH2:17]1.